Dataset: Reaction yield outcomes from USPTO patents with 853,638 reactions. Task: Predict the reaction yield, written as a fraction of the theoretical maximum amount of product (1.0 means a 100% yield; for example, 0.34 means a 34% yield). (1) The reactants are [CH3:1][O:2][CH2:3][CH:4]([NH:6][C:7]([C:9]1[CH:10]=[C:11]([C:16]2[CH:21]=[CH:20][C:19]([CH3:22])=[CH:18][CH:17]=2)[CH:12]=[C:13](N)[CH:14]=1)=[O:8])[CH3:5].N(OCCC(C)C)=O.[I:31]CI. No catalyst specified. The product is [CH3:1][O:2][CH2:3][CH:4]([NH:6][C:7]([C:9]1[CH:10]=[C:11]([C:16]2[CH:21]=[CH:20][C:19]([CH3:22])=[CH:18][CH:17]=2)[CH:12]=[C:13]([I:31])[CH:14]=1)=[O:8])[CH3:5]. The yield is 0.838. (2) The reactants are [NH2:1][C:2]1[CH:7]=[CH:6][C:5]([OH:8])=[CH:4][C:3]=1[F:9].[CH3:10][N:11]1[C:15]([CH3:16])=[C:14]([C:17](O)=[O:18])[C:13](=[O:20])[N:12]1[C:21]1[CH:26]=[CH:25][CH:24]=[CH:23][CH:22]=1.CCN=C=NCCCN(C)C.C1C=NC2N(O)N=NC=2C=1. The catalyst is C(Cl)Cl.O. The product is [F:9][C:3]1[CH:4]=[C:5]([OH:8])[CH:6]=[CH:7][C:2]=1[NH:1][C:17]([C:14]1[C:13](=[O:20])[N:12]([C:21]2[CH:22]=[CH:23][CH:24]=[CH:25][CH:26]=2)[N:11]([CH3:10])[C:15]=1[CH3:16])=[O:18]. The yield is 0.466. (3) The reactants are C([O:3][C:4]([C:6]1[S:7][CH:8]=[C:9]([C:11]2[CH:16]=[CH:15][C:14]([CH:17]([C:29]3[CH:34]=[CH:33][C:32]([Cl:35])=[CH:31][C:30]=3[F:36])[CH2:18]/[C:19](=[N:27]\[OH:28])/[C:20]3[CH:25]=[CH:24][N:23]=[C:22]([CH3:26])[CH:21]=3)=[CH:13][CH:12]=2)[CH:10]=1)=[O:5])C.[Li+].[OH-].C(O)=O. The catalyst is O1CCOCC1.O. The product is [Cl:35][C:32]1[CH:33]=[CH:34][C:29]([CH:17]([C:14]2[CH:13]=[CH:12][C:11]([C:9]3[CH:10]=[C:6]([C:4]([OH:5])=[O:3])[S:7][CH:8]=3)=[CH:16][CH:15]=2)[CH2:18]/[C:19](=[N:27]\[OH:28])/[C:20]2[CH:25]=[CH:24][N:23]=[C:22]([CH3:26])[CH:21]=2)=[C:30]([F:36])[CH:31]=1. The yield is 0.980. (4) The reactants are [CH2:1]1[C:9]2[C:4](=[CH:5][C:6]([N:10]3[C:15]4[N:16]=[C:17]([NH:20][C:21]5[CH:26]=[CH:25][C:24]([CH:27]6[CH2:32][CH2:31][N:30]([CH2:33][C:34](Cl)=[O:35])[CH2:29][CH2:28]6)=[CH:23][CH:22]=5)[N:18]=[CH:19][C:14]=4[C:13](=[O:37])[C:12]([C:38](=[O:42])[NH:39][O:40][CH3:41])=[CH:11]3)=[CH:7][CH:8]=2)[CH2:3][CH2:2]1.[CH2:43]([OH:45])[CH3:44]. No catalyst specified. The product is [CH2:43]([O:45][C:34](=[O:35])[CH2:33][N:30]1[CH2:29][CH2:28][CH:27]([C:24]2[CH:23]=[CH:22][C:21]([NH:20][C:17]3[N:18]=[CH:19][C:14]4[C:13](=[O:37])[C:12]([C:38](=[O:42])[NH:39][O:40][CH3:41])=[CH:11][N:10]([C:6]5[CH:5]=[C:4]6[C:9](=[CH:8][CH:7]=5)[CH2:1][CH2:2][CH2:3]6)[C:15]=4[N:16]=3)=[CH:26][CH:25]=2)[CH2:32][CH2:31]1)[CH3:44]. The yield is 0.610. (5) The reactants are [CH3:1][NH:2][C:3]1[N:8]=[C:7]([C:9]2[NH:10][C:11]3[C:16]([CH:17]=2)=[CH:15][C:14]([C:18]([O:20]CC)=[O:19])=[CH:13][CH:12]=3)[CH:6]=[CH:5][N:4]=1.[OH-].[Na+:24]. The catalyst is C(O)C. The product is [Na+:24].[CH3:1][NH:2][C:3]1[N:8]=[C:7]([C:9]2[NH:10][C:11]3[C:16]([CH:17]=2)=[CH:15][C:14]([C:18]([O-:20])=[O:19])=[CH:13][CH:12]=3)[CH:6]=[CH:5][N:4]=1. The yield is 0.876.